From a dataset of Full USPTO retrosynthesis dataset with 1.9M reactions from patents (1976-2016). Predict the reactants needed to synthesize the given product. (1) Given the product [I:11][C:2]1[C:3]2[CH:10]=[CH:9][NH:8][C:4]=2[N:5]=[CH:6][N:7]=1, predict the reactants needed to synthesize it. The reactants are: Cl[C:2]1[C:3]2[CH:10]=[CH:9][NH:8][C:4]=2[N:5]=[CH:6][N:7]=1.[I-:11].[Na+].I. (2) Given the product [Br-:7].[C:9]([CH2:8][N+:3]1[C:2]([CH3:1])=[CH:6][S:5][CH:4]=1)([OH:11])=[O:10], predict the reactants needed to synthesize it. The reactants are: [CH3:1][C:2]1[N:3]=[CH:4][S:5][CH:6]=1.[Br:7][CH2:8][C:9]([OH:11])=[O:10].C(O)C. (3) The reactants are: [C:1]1([OH:7])[CH:6]=[CH:5][CH:4]=[CH:3][CH:2]=1.[H-].[Na+].Br[C:11]1[CH:12]=[CH:13][C:14]([N+:17]([O-:19])=[O:18])=[N:15][CH:16]=1.[Na+].[Cl-]. Given the product [N+:17]([C:14]1[CH:13]=[CH:12][C:11]([O:7][C:1]2[CH:6]=[CH:5][CH:4]=[CH:3][CH:2]=2)=[CH:16][N:15]=1)([O-:19])=[O:18], predict the reactants needed to synthesize it. (4) The reactants are: [CH:1]1([O:9][CH2:10][C:11](OC)=[O:12])[CH2:8][CH2:7][CH2:6][CH:5]=[CH:4][CH2:3][CH2:2]1.CC(C[AlH]CC(C)C)C. Given the product [CH:1]1([O:9][CH2:10][CH2:11][OH:12])[CH2:2][CH2:3][CH2:4][CH:5]=[CH:6][CH2:7][CH2:8]1, predict the reactants needed to synthesize it. (5) Given the product [Br:41][C:5]1[CH:6]=[CH:7][C:8]([O:10][CH2:11][CH2:12][CH2:13][N:14]([CH2:29][C:30]2[CH:35]=[CH:34][CH:33]=[C:32]([C:36]([F:37])([F:38])[F:39])[C:31]=2[Cl:40])[CH2:15][CH:16]([C:23]2[CH:28]=[CH:27][CH:26]=[CH:25][CH:24]=2)[C:17]2[CH:22]=[CH:21][CH:20]=[CH:19][CH:18]=2)=[CH:9][C:4]=1[C:3]([OH:42])=[O:2], predict the reactants needed to synthesize it. The reactants are: C[O:2][C:3](=[O:42])[C:4]1[CH:9]=[C:8]([O:10][CH2:11][CH2:12][CH2:13][N:14]([CH2:29][C:30]2[CH:35]=[CH:34][CH:33]=[C:32]([C:36]([F:39])([F:38])[F:37])[C:31]=2[Cl:40])[CH2:15][CH:16]([C:23]2[CH:28]=[CH:27][CH:26]=[CH:25][CH:24]=2)[C:17]2[CH:22]=[CH:21][CH:20]=[CH:19][CH:18]=2)[CH:7]=[CH:6][C:5]=1[Br:41].[Li+].[OH-].O[Li].O.[OH-].[K+].